From a dataset of NCI-60 drug combinations with 297,098 pairs across 59 cell lines. Regression. Given two drug SMILES strings and cell line genomic features, predict the synergy score measuring deviation from expected non-interaction effect. (1) Drug 1: CN(CCCl)CCCl.Cl. Drug 2: CC(C)NC(=O)C1=CC=C(C=C1)CNNC.Cl. Cell line: NCI-H322M. Synergy scores: CSS=-5.92, Synergy_ZIP=3.09, Synergy_Bliss=0.165, Synergy_Loewe=-5.69, Synergy_HSA=-5.41. (2) Drug 1: C1CCC(C1)C(CC#N)N2C=C(C=N2)C3=C4C=CNC4=NC=N3. Drug 2: C1=CC(=CC=C1CC(C(=O)O)N)N(CCCl)CCCl.Cl. Cell line: ACHN. Synergy scores: CSS=33.9, Synergy_ZIP=4.32, Synergy_Bliss=6.21, Synergy_Loewe=-0.517, Synergy_HSA=5.32. (3) Drug 1: CNC(=O)C1=NC=CC(=C1)OC2=CC=C(C=C2)NC(=O)NC3=CC(=C(C=C3)Cl)C(F)(F)F. Drug 2: CCCCC(=O)OCC(=O)C1(CC(C2=C(C1)C(=C3C(=C2O)C(=O)C4=C(C3=O)C=CC=C4OC)O)OC5CC(C(C(O5)C)O)NC(=O)C(F)(F)F)O. Cell line: HOP-92. Synergy scores: CSS=26.9, Synergy_ZIP=-0.700, Synergy_Bliss=-2.80, Synergy_Loewe=-19.8, Synergy_HSA=-3.68. (4) Drug 1: C1CCC(C1)C(CC#N)N2C=C(C=N2)C3=C4C=CNC4=NC=N3. Drug 2: CC1=C2C(C(=O)C3(C(CC4C(C3C(C(C2(C)C)(CC1OC(=O)C(C(C5=CC=CC=C5)NC(=O)OC(C)(C)C)O)O)OC(=O)C6=CC=CC=C6)(CO4)OC(=O)C)OC)C)OC. Cell line: UO-31. Synergy scores: CSS=48.0, Synergy_ZIP=-0.120, Synergy_Bliss=-0.0652, Synergy_Loewe=2.27, Synergy_HSA=3.99. (5) Drug 1: C1C(C(OC1N2C=NC3=C2NC=NCC3O)CO)O. Drug 2: CC1CCCC2(C(O2)CC(NC(=O)CC(C(C(=O)C(C1O)C)(C)C)O)C(=CC3=CSC(=N3)C)C)C. Cell line: T-47D. Synergy scores: CSS=52.4, Synergy_ZIP=4.68, Synergy_Bliss=3.20, Synergy_Loewe=-14.2, Synergy_HSA=4.01. (6) Drug 1: C1=CC(=CC=C1CCCC(=O)O)N(CCCl)CCCl. Drug 2: COC1=NC(=NC2=C1N=CN2C3C(C(C(O3)CO)O)O)N. Cell line: NCI-H460. Synergy scores: CSS=30.4, Synergy_ZIP=0.546, Synergy_Bliss=0.193, Synergy_Loewe=-11.2, Synergy_HSA=0.524. (7) Drug 1: CC(C1=C(C=CC(=C1Cl)F)Cl)OC2=C(N=CC(=C2)C3=CN(N=C3)C4CCNCC4)N. Drug 2: CC1CCC2CC(C(=CC=CC=CC(CC(C(=O)C(C(C(=CC(C(=O)CC(OC(=O)C3CCCCN3C(=O)C(=O)C1(O2)O)C(C)CC4CCC(C(C4)OC)OCCO)C)C)O)OC)C)C)C)OC. Cell line: HCC-2998. Synergy scores: CSS=12.2, Synergy_ZIP=-4.51, Synergy_Bliss=-1.60, Synergy_Loewe=-4.02, Synergy_HSA=-1.93. (8) Drug 1: CS(=O)(=O)C1=CC(=C(C=C1)C(=O)NC2=CC(=C(C=C2)Cl)C3=CC=CC=N3)Cl. Drug 2: CC1=C(C(=CC=C1)Cl)NC(=O)C2=CN=C(S2)NC3=CC(=NC(=N3)C)N4CCN(CC4)CCO. Cell line: SF-268. Synergy scores: CSS=15.7, Synergy_ZIP=5.64, Synergy_Bliss=8.32, Synergy_Loewe=2.14, Synergy_HSA=5.56.